The task is: Regression/Classification. Given a drug SMILES string, predict its toxicity properties. Task type varies by dataset: regression for continuous values (e.g., LD50, hERG inhibition percentage) or binary classification for toxic/non-toxic outcomes (e.g., AMES mutagenicity, cardiotoxicity, hepatotoxicity). Dataset: ames.. This data is from Ames mutagenicity test results for genotoxicity prediction. (1) The compound is BrC[C@@H](Br)[C@@H]1CC[C@@H](Br)[C@@H](Br)C1. The result is 0 (non-mutagenic). (2) The molecule is CCN(CC)c1ccccc1. The result is 0 (non-mutagenic). (3) The result is 1 (mutagenic). The drug is COC(=O)C1CSC2C(Cl)=C(Cl)C(=O)N12.